Dataset: Forward reaction prediction with 1.9M reactions from USPTO patents (1976-2016). Task: Predict the product of the given reaction. Given the reactants [CH:1](=[C:3]1[C:7]([C:14]2[CH:15]=[C:16]([CH:22]=[CH:23][CH:24]=2)[O:17][CH2:18][C:19](O)=[O:20])([C:8]2[CH:13]=[CH:12][CH:11]=[CH:10][CH:9]=2)[CH2:6][CH:5]([CH3:25])[N:4]1[CH3:26])[CH3:2].[C:27]([NH:34][CH2:35][CH2:36][NH2:37])([O:29][C:30]([CH3:33])([CH3:32])[CH3:31])=[O:28].CN(C(ON1N=NC2C=CC=CC1=2)=[N+](C)C)C.F[P-](F)(F)(F)(F)F.C1C=CC2N(O)N=NC=2C=1.CCN(C(C)C)C(C)C, predict the reaction product. The product is: [CH:1](=[C:3]1[C:7]([C:14]2[CH:15]=[C:16]([CH:22]=[CH:23][CH:24]=2)[O:17][CH2:18][C:19]([NH:37][CH2:36][CH2:35][NH:34][C:27](=[O:28])[O:29][C:30]([CH3:31])([CH3:32])[CH3:33])=[O:20])([C:8]2[CH:13]=[CH:12][CH:11]=[CH:10][CH:9]=2)[CH2:6][CH:5]([CH3:25])[N:4]1[CH3:26])[CH3:2].